From a dataset of Forward reaction prediction with 1.9M reactions from USPTO patents (1976-2016). Predict the product of the given reaction. (1) Given the reactants C(N(C(C)C)C(C)C)C.[Cl:10][C:11]1[C:16]([Cl:17])=[CH:15][CH:14]=[CH:13][C:12]=1[S:18](Cl)(=[O:20])=[O:19].Cl.[CH3:23][O:24][C:25]([C:27]1[CH:28]=[C:29]2[C:33](=[CH:34][CH:35]=1)[CH2:32][CH2:31][C@H:30]2[NH2:36])=[O:26], predict the reaction product. The product is: [Cl:10][C:11]1[C:16]([Cl:17])=[CH:15][CH:14]=[CH:13][C:12]=1[S:18]([NH:36][C@H:30]1[C:29]2[C:33](=[CH:34][CH:35]=[C:27]([C:25]([O:24][CH3:23])=[O:26])[CH:28]=2)[CH2:32][CH2:31]1)(=[O:20])=[O:19]. (2) Given the reactants [NH:1]([C:3]1[N:4]=[C:5]2[CH:11]=[CH:10][N:9]([S:12]([C:15]3[CH:21]=[CH:20][C:18]([CH3:19])=[CH:17][CH:16]=3)(=[O:14])=[O:13])[C:6]2=[N:7][CH:8]=1)[NH2:2].[CH2:22]([N:24]([CH2:39][CH3:40])[S:25]([CH2:28][CH:29]1[CH2:33][CH:32]([C:34](O)=[O:35])[CH:31]([CH2:37][CH3:38])[CH2:30]1)(=[O:27])=[O:26])[CH3:23].CN(C(ON1N=NC2C=CC=NC1=2)=[N+](C)C)C.F[P-](F)(F)(F)(F)F, predict the reaction product. The product is: [CH2:39]([N:24]([CH2:22][CH3:23])[S:25]([CH2:28][CH:29]1[CH2:33][CH:32]([C:34]([NH:2][NH:1][C:3]2[N:4]=[C:5]3[CH:11]=[CH:10][N:9]([S:12]([C:15]4[CH:21]=[CH:20][C:18]([CH3:19])=[CH:17][CH:16]=4)(=[O:13])=[O:14])[C:6]3=[N:7][CH:8]=2)=[O:35])[CH:31]([CH2:37][CH3:38])[CH2:30]1)(=[O:27])=[O:26])[CH3:40]. (3) Given the reactants Cl[C:2]1[CH:3]=[C:4]([CH:28]=[CH:29][N:30]=1)[C:5]([NH:7][C:8]1[CH:9]=[C:10]([C:15]2[CH:20]=[CH:19][C:18]([C:21]([NH:23][CH2:24][CH:25]3[CH2:27][CH2:26]3)=[O:22])=[CH:17][CH:16]=2)[C:11]([CH3:14])=[CH:12][CH:13]=1)=[O:6], predict the reaction product. The product is: [CH:25]1([CH2:24][NH:23][C:2]2[CH:3]=[C:4]([CH:28]=[CH:29][N:30]=2)[C:5]([NH:7][C:8]2[CH:9]=[C:10]([C:15]3[CH:20]=[CH:19][C:18]([C:21]([NH:23][CH2:24][CH:25]4[CH2:27][CH2:26]4)=[O:22])=[CH:17][CH:16]=3)[C:11]([CH3:14])=[CH:12][CH:13]=2)=[O:6])[CH2:27][CH2:26]1. (4) Given the reactants Cl.[CH3:2][O:3][CH2:4][CH2:5][NH:6]N.[CH2:8]([O:10][C:11](=[O:19])[C:12](=O)[CH:13]=[CH:14][N:15](C)C)[CH3:9], predict the reaction product. The product is: [CH2:8]([O:10][C:11]([C:12]1[N:6]([CH2:5][CH2:4][O:3][CH3:2])[N:15]=[CH:14][CH:13]=1)=[O:19])[CH3:9]. (5) Given the reactants [F:1][C:2]([F:47])([F:46])[C:3]1[CH:4]=[C:5]([CH:39]=[C:40]([C:42]([F:45])([F:44])[F:43])[CH:41]=1)[CH2:6][N:7]([C:33]1[N:34]=[N:35][N:36]([CH3:38])[N:37]=1)[C@H:8]1[CH2:14][CH2:13][CH2:12][N:11]([CH2:15][C:16]2[CH:23]=[CH:22][C:19]([C:20]#[N:21])=[CH:18][CH:17]=2)[C:10]2[CH:24]=[C:25]([C:29]([F:32])([F:31])[F:30])[C:26]([CH3:28])=[CH:27][C:9]1=2.[N-:48]=[N+:49]=[N-:50].[Na+].Cl.C(N(CC)CC)C, predict the reaction product. The product is: [F:43][C:42]([F:45])([F:44])[C:40]1[CH:39]=[C:5]([CH:4]=[C:3]([C:2]([F:46])([F:1])[F:47])[CH:41]=1)[CH2:6][N:7]([C:33]1[N:34]=[N:35][N:36]([CH3:38])[N:37]=1)[C@H:8]1[CH2:14][CH2:13][CH2:12][N:11]([CH2:15][C:16]2[CH:23]=[CH:22][C:19]([C:20]3[NH:50][N:49]=[N:48][N:21]=3)=[CH:18][CH:17]=2)[C:10]2[CH:24]=[C:25]([C:29]([F:30])([F:31])[F:32])[C:26]([CH3:28])=[CH:27][C:9]1=2. (6) Given the reactants FC(F)(F)S(O[C:7]1[C:11]2[C:12]([O:16][CH3:17])=[N:13][CH:14]=[CH:15][C:10]=2[N:9]([CH2:18][C:19]2[CH:24]=[CH:23][C:22]([O:25][CH3:26])=[CH:21][CH:20]=2)[N:8]=1)(=O)=O.CC1(C)C(C)(C)OB([C:37]2[CH:42]=[CH:41][C:40]([S:43]([NH2:46])(=[O:45])=[O:44])=[CH:39][CH:38]=2)O1.C(=O)([O-])[O-].[K+].[K+], predict the reaction product. The product is: [CH3:17][O:16][C:12]1[C:11]2[C:7]([C:37]3[CH:42]=[CH:41][C:40]([S:43]([NH2:46])(=[O:45])=[O:44])=[CH:39][CH:38]=3)=[N:8][N:9]([CH2:18][C:19]3[CH:20]=[CH:21][C:22]([O:25][CH3:26])=[CH:23][CH:24]=3)[C:10]=2[CH:15]=[CH:14][N:13]=1. (7) The product is: [F:13][C:10]1[CH:11]=[CH:12][C:7]([C:5]2[C:4]([CH3:31])=[CH:3][N:28]=[C:27]([C:23]3[CH:22]=[C:21]([CH:26]=[CH:25][CH:24]=3)[C:20]([OH:19])=[O:30])[N:29]=2)=[CH:8][CH:9]=1. Given the reactants CN(C)[CH2:3][CH2:4][C:5]([C:7]1[CH:12]=[CH:11][C:10]([F:13])=[CH:9][CH:8]=1)=O.C([O:19][C:20](=[O:30])[C:21]1[CH:26]=[CH:25][CH:24]=[C:23]([C:27](=[NH:29])[NH2:28])[CH:22]=1)(C)(C)C.[C:31](O)(=O)C, predict the reaction product.